Predict which catalyst facilitates the given reaction. From a dataset of Catalyst prediction with 721,799 reactions and 888 catalyst types from USPTO. (1) Reactant: [CH3:1][O:2][C:3](=[O:36])[CH2:4][C:5]1[CH:10]=[CH:9][CH:8]=[C:7]([CH2:11][N:12]([CH2:17][CH2:18][CH2:19][N:20]2[C:28](=[O:29])[NH:27][C:26]3[C:21]2=[N:22][C:23]([O:31][CH2:32][CH2:33][CH2:34][CH3:35])=[N:24][C:25]=3[NH2:30])[C:13](=[O:16])[CH2:14][NH2:15])[CH:6]=1.N1C=CC=CC=1.[CH3:43][S:44](O[S:44]([CH3:43])(=[O:46])=[O:45])(=[O:46])=[O:45]. Product: [CH3:1][O:2][C:3](=[O:36])[CH2:4][C:5]1[CH:10]=[CH:9][CH:8]=[C:7]([CH2:11][N:12]([CH2:17][CH2:18][CH2:19][N:20]2[C:28](=[O:29])[NH:27][C:26]3[C:21]2=[N:22][C:23]([O:31][CH2:32][CH2:33][CH2:34][CH3:35])=[N:24][C:25]=3[NH2:30])[C:13](=[O:16])[CH2:14][NH:15][S:44]([CH3:43])(=[O:46])=[O:45])[CH:6]=1. The catalyst class is: 37. (2) Reactant: [Cl:1][C:2]1[CH:7]=[CH:6][C:5]([C@H:8]([C:21]([N:23]2[CH2:28][CH2:27][N:26]([C:29]3[C:34]([O:35][CH:36]([CH3:38])[CH3:37])=[CH:33][N:32]=[C:31]4[NH:39][CH:40]=[CH:41][C:30]=34)[CH2:25][CH2:24]2)=[O:22])[CH2:9][N:10]([CH:18]([CH3:20])[CH3:19])C(=O)OC(C)(C)C)=[CH:4][CH:3]=1. Product: [Cl:1][C:2]1[CH:7]=[CH:6][C:5]([C@@H:8]([CH2:9][NH:10][CH:18]([CH3:20])[CH3:19])[C:21]([N:23]2[CH2:28][CH2:27][N:26]([C:29]3[C:34]([O:35][CH:36]([CH3:38])[CH3:37])=[CH:33][N:32]=[C:31]4[NH:39][CH:40]=[CH:41][C:30]=34)[CH2:25][CH2:24]2)=[O:22])=[CH:4][CH:3]=1. The catalyst class is: 67. (3) Product: [Br:24][C:20]1[C:21]([Br:23])=[CH:22][C:17]2[S:15][C:8]3[C:9](=[CH:10][CH:11]=[CH:12][CH:13]=3)[S:14][C:18]=2[CH:19]=1. The catalyst class is: 3. Reactant: C(N(CC)CC)C.[C:8]1([SH:15])[C:9]([SH:14])=[CH:10][CH:11]=[CH:12][CH:13]=1.F[C:17]1[CH:22]=[C:21]([Br:23])[C:20]([Br:24])=[CH:19][C:18]=1F.ClCCl. (4) Reactant: [Cl:1][C:2]1[C:3]2[CH:12]=[CH:11][CH:10]=[C:9]([F:13])[C:4]=2[S:5][C:6]=1[CH:7]=O.[BH4-].[Na+].[CH3:16][NH2:17]. Product: [Cl:1][C:2]1[C:3]2[CH:12]=[CH:11][CH:10]=[C:9]([F:13])[C:4]=2[S:5][C:6]=1[CH2:7][NH:17][CH3:16]. The catalyst class is: 5. (5) Reactant: Cl.[Br:2][C:3]1[CH:4]=[C:5]2[C:10](=[CH:11][CH:12]=1)[CH:9]([C:13]1[CH:18]=[CH:17][CH:16]=[CH:15][C:14]=1[Cl:19])[NH:8][CH2:7][CH2:6]2.Cl[CH:21]1[CH2:26][N:25]([CH:27]2[CH2:30][CH2:29][CH2:28]2)[CH2:24][CH2:23][NH:22]1.[C:31](N)(=[O:33])[CH3:32].C([O-])([O-])=O.[K+].[K+].[Na+].[I-]. Product: [Br:2][C:3]1[CH:4]=[C:5]2[C:10](=[CH:11][CH:12]=1)[CH:9]([C:13]1[CH:18]=[CH:17][CH:16]=[CH:15][C:14]=1[Cl:19])[N:8]([CH2:32][C:31]([N:22]1[CH2:23][CH2:24][N:25]([CH:27]3[CH2:30][CH2:29][CH2:28]3)[CH2:26][CH2:21]1)=[O:33])[CH2:7][CH2:6]2. The catalyst class is: 47. (6) Reactant: [CH2:1]([C:8]1[C:9]([NH:21][C:22](=[O:31])[CH2:23][C:24]2[CH:29]=[CH:28][C:27]([OH:30])=[CH:26][CH:25]=2)=[N:10][CH:11]=[C:12]([C:14]2[CH:19]=[CH:18][C:17]([OH:20])=[CH:16][CH:15]=2)[N:13]=1)[C:2]1[CH:7]=[CH:6][CH:5]=[CH:4][CH:3]=1.[C:32](OC(=O)C)(=[O:34])[CH3:33].C(=O)(O)[O-].[Na+].[C:44](OCC)(=[O:46])[CH3:45]. Product: [C:32]([O:20][C:17]1[CH:18]=[CH:19][C:14]([C:12]2[N:13]=[C:8]([CH2:1][C:2]3[CH:7]=[CH:6][CH:5]=[CH:4][CH:3]=3)[C:9]([NH:21][C:22](=[O:31])[CH2:23][C:24]3[CH:25]=[CH:26][C:27]([O:30][C:44](=[O:46])[CH3:45])=[CH:28][CH:29]=3)=[N:10][CH:11]=2)=[CH:15][CH:16]=1)(=[O:34])[CH3:33]. The catalyst class is: 17. (7) Reactant: [NH:1]1[CH2:6][CH2:5][CH:4]([N:7]2[C:15]3[C:10](=[CH:11][C:12]([NH2:16])=[CH:13][CH:14]=3)[CH:9]=[N:8]2)[CH2:3][CH2:2]1.Br[CH2:18][C:19]1[CH:24]=[CH:23][C:22]([C:25]([OH:34])([C:30]([F:33])([F:32])[F:31])[C:26]([F:29])([F:28])[F:27])=[CH:21][CH:20]=1.C(=O)([O-])[O-].[K+].[K+]. Product: [NH2:16][C:12]1[CH:11]=[C:10]2[C:15](=[CH:14][CH:13]=1)[N:7]([CH:4]1[CH2:3][CH2:2][N:1]([CH2:18][C:19]3[CH:20]=[CH:21][C:22]([C:25]([OH:34])([C:26]([F:27])([F:28])[F:29])[C:30]([F:31])([F:32])[F:33])=[CH:23][CH:24]=3)[CH2:6][CH2:5]1)[N:8]=[CH:9]2. The catalyst class is: 10.